Dataset: Reaction yield outcomes from USPTO patents with 853,638 reactions. Task: Predict the reaction yield, written as a fraction of the theoretical maximum amount of product (1.0 means a 100% yield; for example, 0.34 means a 34% yield). (1) The reactants are [O:1]1[CH2:6][CH:5]=[C:4]([C:7]2[CH:8]=[C:9]([C:23]3[N:28]=[C:27]([CH3:29])[N:26]=[C:25]([N:30](CC4C=CC(OC)=CC=4)CC4C=CC(OC)=CC=4)[N:24]=3)[C:10]([NH:13][C:14]3[CH:15]=[N:16][C:17]([O:21][CH3:22])=[C:18]([F:20])[CH:19]=3)=[N:11][CH:12]=2)[CH2:3][CH2:2]1.FC(F)(F)S(O)(=O)=O. The catalyst is C(O)(C(F)(F)F)=O. The product is [O:1]1[CH2:2][CH:3]=[C:4]([C:7]2[CH:8]=[C:9]([C:23]3[N:28]=[C:27]([CH3:29])[N:26]=[C:25]([NH2:30])[N:24]=3)[C:10]([NH:13][C:14]3[CH:15]=[N:16][C:17]([O:21][CH3:22])=[C:18]([F:20])[CH:19]=3)=[N:11][CH:12]=2)[CH2:5][CH2:6]1. The yield is 0.790. (2) The reactants are [O:1]=[C:2]1[N:7]([CH2:8][C:9]([OH:11])=O)[N:6]=[N:5][C:4]2[CH:12]=[CH:13][CH:14]=[CH:15][C:3]1=2.[C:16]1([C@H:22]([CH3:25])[CH2:23][NH2:24])[CH:21]=[CH:20][CH:19]=[CH:18][CH:17]=1. No catalyst specified. The product is [O:1]=[C:2]1[N:7]([CH2:8][C:9]([NH:24][CH2:23][C@H:22]([C:16]2[CH:21]=[CH:20][CH:19]=[CH:18][CH:17]=2)[CH3:25])=[O:11])[N:6]=[N:5][C:4]2[CH:12]=[CH:13][CH:14]=[CH:15][C:3]1=2. The yield is 0.530. (3) The reactants are [Cl:1][C:2]1[CH:26]=[CH:25][C:5]([CH2:6][NH:7][C:8]([C:10]2[C:11](=[O:24])[C:12]3[CH:19]=[C:18]([C:20]#[C:21][CH2:22][OH:23])[S:17][C:13]=3[N:14]([CH3:16])[CH:15]=2)=[O:9])=[CH:4][CH:3]=1.C(Cl)Cl.C(O)C. The catalyst is C(O)C.[Pd]. The product is [Cl:1][C:2]1[CH:26]=[CH:25][C:5]([CH2:6][NH:7][C:8]([C:10]2[C:11](=[O:24])[C:12]3[CH:19]=[C:18]([CH2:20][CH2:21][CH2:22][OH:23])[S:17][C:13]=3[N:14]([CH3:16])[CH:15]=2)=[O:9])=[CH:4][CH:3]=1. The yield is 0.400.